From a dataset of M1 muscarinic receptor agonist screen with 61,833 compounds. Binary Classification. Given a drug SMILES string, predict its activity (active/inactive) in a high-throughput screening assay against a specified biological target. (1) The result is 0 (inactive). The compound is S(Cc1oc(cc1)C(OC)=O)c1scc(n1)c1ccccc1. (2) The drug is O1CCC(CC1)(c1ccccc1)C(OCCN(C)C)=O. The result is 0 (inactive).